The task is: Regression. Given two drug SMILES strings and cell line genomic features, predict the synergy score measuring deviation from expected non-interaction effect.. This data is from NCI-60 drug combinations with 297,098 pairs across 59 cell lines. Drug 1: C1CN(CCN1C(=O)CCBr)C(=O)CCBr. Drug 2: CS(=O)(=O)OCCCCOS(=O)(=O)C. Cell line: SW-620. Synergy scores: CSS=13.0, Synergy_ZIP=-5.08, Synergy_Bliss=-0.947, Synergy_Loewe=-0.563, Synergy_HSA=-1.01.